From a dataset of Catalyst prediction with 721,799 reactions and 888 catalyst types from USPTO. Predict which catalyst facilitates the given reaction. (1) Reactant: [NH2:1][C:2]1[CH:3]=[C:4]([NH:8][C:9]2[CH:14]=[CH:13][C:12]([C:15]3[CH:20]=[CH:19][C:18]([F:21])=[CH:17][CH:16]=3)=[CH:11][C:10]=2[NH2:22])[CH:5]=[CH:6][CH:7]=1.[CH3:23]OC(OC)OC. Product: [F:21][C:18]1[CH:19]=[CH:20][C:15]([C:12]2[CH:13]=[CH:14][C:9]3[N:8]([C:4]4[CH:3]=[C:2]([NH2:1])[CH:7]=[CH:6][CH:5]=4)[CH:23]=[N:22][C:10]=3[CH:11]=2)=[CH:16][CH:17]=1. The catalyst class is: 2. (2) The catalyst class is: 2. Product: [OH:2][C:3]1[CH:28]=[C:27]([C:29]2[S:30][C:31]3[CH2:37][CH2:36][CH2:35][CH2:34][C:32]=3[N:33]=2)[CH:26]=[CH:25][C:4]=1[O:5][CH2:6][CH2:7][CH2:8][O:9][C:10]1[CH:11]=[C:12]2[C:16](=[CH:17][CH:18]=1)[C@H:15]([CH2:19][C:20]([O:22][CH2:23][CH3:24])=[O:21])[CH2:14][CH2:13]2. Reactant: C[O:2][C:3]1[CH:28]=[C:27]([C:29]2[S:30][C:31]3[CH2:37][CH2:36][CH2:35][CH2:34][C:32]=3[N:33]=2)[CH:26]=[CH:25][C:4]=1[O:5][CH2:6][CH2:7][CH2:8][O:9][C:10]1[CH:11]=[C:12]2[C:16](=[CH:17][CH:18]=1)[C@H:15]([CH2:19][C:20]([O:22][CH2:23][CH3:24])=[O:21])[CH2:14][CH2:13]2.[Al+3].[Cl-].[Cl-].[Cl-].C(S)C. (3) Reactant: Br[C:2]1[CH:7]=[CH:6][CH:5]=[C:4]([F:8])[C:3]=1[NH:9][C:10](=[O:15])[C:11]([CH3:14])([CH3:13])[CH3:12].C([Li])CCC.CN(C)[CH:23]=[O:24]. Product: [F:8][C:4]1[CH:5]=[CH:6][CH:7]=[C:2]([CH:23]=[O:24])[C:3]=1[NH:9][C:10](=[O:15])[C:11]([CH3:14])([CH3:13])[CH3:12]. The catalyst class is: 7. (4) Reactant: [CH3:1][N:2]1[C:10]2[C:5](=[CH:6][CH:7]=[CH:8][CH:9]=2)[CH:4]=[C:3]1[C:11]([OH:13])=O.C(Cl)(=O)C([Cl:17])=O.CN(C=O)C. Product: [CH3:1][N:2]1[C:10]2[C:5](=[CH:6][CH:7]=[CH:8][CH:9]=2)[CH:4]=[C:3]1[C:11]([Cl:17])=[O:13]. The catalyst class is: 4. (5) The catalyst class is: 5. Product: [C:1]([C:5]1[CH:12]=[CH:11][C:8]([CH2:9][NH:27][CH2:26][CH2:25][C:16]2[CH:17]=[CH:18][CH:19]=[C:20]([C:21]([F:22])([F:23])[F:24])[C:15]=2[F:14])=[CH:7][CH:6]=1)([CH3:4])([CH3:3])[CH3:2]. Reactant: [C:1]([C:5]1[CH:12]=[CH:11][C:8]([CH:9]=O)=[CH:7][CH:6]=1)([CH3:4])([CH3:3])[CH3:2].Cl.[F:14][C:15]1[C:20]([C:21]([F:24])([F:23])[F:22])=[CH:19][CH:18]=[CH:17][C:16]=1[CH2:25][CH2:26][NH2:27].C(=O)([O-])[O-].[K+].[K+].[BH4-].[Na+].Cl.